From a dataset of Catalyst prediction with 721,799 reactions and 888 catalyst types from USPTO. Predict which catalyst facilitates the given reaction. (1) Reactant: [Cl:1][C:2]1[CH:7]=[N:6][CH:5]=[C:4]([Sn](CCCC)(CCCC)CCCC)[N:3]=1.[Cl:21][C:22]1[CH:27]=[CH:26][CH:25]=[C:24]([F:28])[C:23]=1[C:29]1[CH:30]=[C:31]2[C:35](=[CH:36][CH:37]=1)[N:34]([S:38]([C:41]1[CH:47]=[CH:46][C:44]([CH3:45])=[CH:43][CH:42]=1)(=[O:40])=[O:39])[CH:33]=[C:32]2I. Product: [Cl:21][C:22]1[CH:27]=[CH:26][CH:25]=[C:24]([F:28])[C:23]=1[C:29]1[CH:30]=[C:31]2[C:35](=[CH:36][CH:37]=1)[N:34]([S:38]([C:41]1[CH:42]=[CH:43][C:44]([CH3:45])=[CH:46][CH:47]=1)(=[O:39])=[O:40])[CH:33]=[C:32]2[C:4]1[CH:5]=[N:6][CH:7]=[C:2]([Cl:1])[N:3]=1. The catalyst class is: 555. (2) Reactant: [Cl:1][C:2]1[CH:9]=[C:8]([F:10])[C:5]([CH:6]=[O:7])=[C:4]([F:11])[CH:3]=1.[CH:12]1([Mg]Br)[CH2:14][CH2:13]1.Cl.C(OCC)(=O)C. Product: [Cl:1][C:2]1[CH:3]=[C:4]([F:11])[C:5]([CH:6]([CH:12]2[CH2:14][CH2:13]2)[OH:7])=[C:8]([F:10])[CH:9]=1. The catalyst class is: 469. (3) Reactant: C[O:2][C:3](=[O:25])[C:4]1[CH:9]=[CH:8][C:7]([NH:10][CH:11]([CH2:14][CH3:15])[CH2:12][CH3:13])=[C:6]([NH:16][C:17](=O)[CH2:18][C:19]2[S:23][CH:22]=[N:21][CH:20]=2)[CH:5]=1.Cl.O. Product: [CH2:12]([CH:11]([N:10]1[C:7]2[CH:8]=[CH:9][C:4]([C:3]([OH:2])=[O:25])=[CH:5][C:6]=2[N:16]=[C:17]1[CH2:18][C:19]1[S:23][CH:22]=[N:21][CH:20]=1)[CH2:14][CH3:15])[CH3:13]. The catalyst class is: 12. (4) Reactant: [F:1][C:2]1[CH:11]=[CH:10][C:5]2[N:6]=[C:7](S)[S:8][C:4]=2[CH:3]=1.S(Cl)([Cl:15])(=O)=O. Product: [Cl:15][C:7]1[S:8][C:4]2[CH:3]=[C:2]([F:1])[CH:11]=[CH:10][C:5]=2[N:6]=1. The catalyst class is: 2.